Dataset: NCI-60 drug combinations with 297,098 pairs across 59 cell lines. Task: Regression. Given two drug SMILES strings and cell line genomic features, predict the synergy score measuring deviation from expected non-interaction effect. (1) Drug 1: COC1=CC(=CC(=C1O)OC)C2C3C(COC3=O)C(C4=CC5=C(C=C24)OCO5)OC6C(C(C7C(O6)COC(O7)C8=CC=CS8)O)O. Drug 2: CC=C1C(=O)NC(C(=O)OC2CC(=O)NC(C(=O)NC(CSSCCC=C2)C(=O)N1)C(C)C)C(C)C. Cell line: EKVX. Synergy scores: CSS=75.9, Synergy_ZIP=26.0, Synergy_Bliss=24.7, Synergy_Loewe=21.5, Synergy_HSA=27.0. (2) Drug 1: CCCCCOC(=O)NC1=NC(=O)N(C=C1F)C2C(C(C(O2)C)O)O. Drug 2: C1CN1C2=NC(=NC(=N2)N3CC3)N4CC4. Cell line: UO-31. Synergy scores: CSS=22.1, Synergy_ZIP=-0.988, Synergy_Bliss=0.942, Synergy_Loewe=-15.6, Synergy_HSA=-0.581. (3) Drug 1: C1=CC=C(C=C1)NC(=O)CCCCCCC(=O)NO. Cell line: IGROV1. Drug 2: CC1=C(C(=CC=C1)Cl)NC(=O)C2=CN=C(S2)NC3=CC(=NC(=N3)C)N4CCN(CC4)CCO. Synergy scores: CSS=31.3, Synergy_ZIP=-6.37, Synergy_Bliss=0.543, Synergy_Loewe=1.90, Synergy_HSA=3.91.